Dataset: Full USPTO retrosynthesis dataset with 1.9M reactions from patents (1976-2016). Task: Predict the reactants needed to synthesize the given product. (1) Given the product [ClH:1].[Cl:1][C:2]1[C:3]([CH:8]([NH2:15])[C:9]2[CH:14]=[CH:13][CH:12]=[CH:11][CH:10]=2)=[N:4][CH:5]=[CH:6][N:7]=1, predict the reactants needed to synthesize it. The reactants are: [Cl:1][C:2]1[C:3]([CH:8]([NH2:15])[C:9]2[CH:14]=[CH:13][CH:12]=[CH:11][CH:10]=2)=[N:4][CH:5]=[CH:6][N:7]=1.Cl. (2) Given the product [CH3:1][C:2]1[CH:7]=[C:6]([CH3:8])[CH:5]=[CH:4][C:3]=1[C:9]1[NH:13][N:12]=[C:11]([S:14][CH2:17][C:18]2[CH:23]=[CH:22][CH:21]=[CH:20][N:19]=2)[N:10]=1, predict the reactants needed to synthesize it. The reactants are: [CH3:1][C:2]1[CH:7]=[C:6]([CH3:8])[CH:5]=[CH:4][C:3]=1[C:9]1[NH:10][C:11](=[S:14])[NH:12][N:13]=1.Br.Br[CH2:17][C:18]1[CH:23]=[CH:22][CH:21]=[CH:20][N:19]=1. (3) Given the product [N:8]1([CH2:17][CH:18]2[CH2:23][CH2:22][CH2:21][CH:20]([NH:24][C:25]([C:27]3[CH:28]=[C:29]4[C:33](=[CH:34][CH:35]=3)[NH:32][N:31]=[C:30]4[C:55]3[CH:60]=[CH:59][N:58]=[C:57]([CH3:61])[CH:56]=3)=[O:26])[CH2:19]2)[C:16]2[C:11](=[CH:12][CH:13]=[CH:14][CH:15]=2)[CH:10]=[N:9]1, predict the reactants needed to synthesize it. The reactants are: FC(F)(F)C(O)=O.[N:8]1([CH2:17][CH:18]2[CH2:23][CH2:22][CH2:21][CH:20]([NH:24][C:25]([C:27]3[CH:28]=[C:29]4[C:33](=[CH:34][CH:35]=3)[N:32](C(C3C=CC=CC=3)(C3C=CC=CC=3)C3C=CC=CC=3)[N:31]=[C:30]4[C:55]3[CH:60]=[CH:59][N:58]=[C:57]([CH3:61])[CH:56]=3)=[O:26])[CH2:19]2)[C:16]2[C:11](=[CH:12][CH:13]=[CH:14][CH:15]=2)[CH:10]=[N:9]1. (4) Given the product [C:35]([C:30]1[CH:31]=[CH:32][CH:33]=[CH:34][C:29]=1[C:4]1[CH:5]=[CH:6][C:7]([CH2:8][C:9]2[C:10](=[O:28])[N:11]([C@H:21]3[CH2:26][CH2:25][C@H:24]([O:27][CH2:39][C:40]([O:42][CH2:43][CH3:44])=[O:41])[CH2:23][CH2:22]3)[C:12]3[N:13]([N:18]=[CH:19][CH:20]=3)[C:14]=2[CH2:15][CH2:16][CH3:17])=[C:2]([F:1])[CH:3]=1)#[N:36], predict the reactants needed to synthesize it. The reactants are: [F:1][C:2]1[CH:3]=[C:4]([C:29]2[C:30]([C:35]#[N:36])=[CH:31][CH:32]=[CH:33][CH:34]=2)[CH:5]=[CH:6][C:7]=1[CH2:8][C:9]1[C:10](=[O:28])[N:11]([C@H:21]2[CH2:26][CH2:25][C@H:24]([OH:27])[CH2:23][CH2:22]2)[C:12]2[N:13]([N:18]=[CH:19][CH:20]=2)[C:14]=1[CH2:15][CH2:16][CH3:17].[N+](=[CH:39][C:40]([O:42][CH2:43][CH3:44])=[O:41])=[N-].C(OCC)(=O)C.O. (5) Given the product [CH2:7]([O:11][CH:12]([O:22][CH2:23][CH2:24][CH2:25][CH3:26])[C:13]1[N:14]=[CH:15][CH:16]=[C:17]2[C:3]([CH3:4])=[C:2]([CH3:1])[NH:19][C:18]=12)[CH2:8][CH2:9][CH3:10], predict the reactants needed to synthesize it. The reactants are: [CH3:1][C:2]([Mg]Br)=[CH:3][CH3:4].[CH2:7]([O:11][CH:12]([O:22][CH2:23][CH2:24][CH2:25][CH3:26])[C:13]1[C:18]([N+:19]([O-])=O)=[CH:17][CH:16]=[CH:15][N:14]=1)[CH2:8][CH2:9][CH3:10].[Cl-].[NH4+].